This data is from Peptide-MHC class I binding affinity with 185,985 pairs from IEDB/IMGT. The task is: Regression. Given a peptide amino acid sequence and an MHC pseudo amino acid sequence, predict their binding affinity value. This is MHC class I binding data. (1) The MHC is HLA-A23:01 with pseudo-sequence HLA-A23:01. The binding affinity (normalized) is 0.0847. The peptide sequence is SMNYPNSYK. (2) The peptide sequence is FLGQADFSL. The MHC is HLA-A02:19 with pseudo-sequence HLA-A02:19. The binding affinity (normalized) is 0.936. (3) The peptide sequence is FHAPPPSVC. The MHC is HLA-B57:01 with pseudo-sequence HLA-B57:01. The binding affinity (normalized) is 0.0847. (4) The peptide sequence is RLAKLTEAI. The MHC is HLA-B57:01 with pseudo-sequence HLA-B57:01. The binding affinity (normalized) is 0.0847. (5) The peptide sequence is KTMAMALSIV. The MHC is HLA-A02:03 with pseudo-sequence HLA-A02:03. The binding affinity (normalized) is 0.741. (6) The peptide sequence is ISNYICVAW. The MHC is HLA-A11:01 with pseudo-sequence HLA-A11:01. The binding affinity (normalized) is 0.0847.